Regression. Given two drug SMILES strings and cell line genomic features, predict the synergy score measuring deviation from expected non-interaction effect. From a dataset of NCI-60 drug combinations with 297,098 pairs across 59 cell lines. Synergy scores: CSS=32.8, Synergy_ZIP=-7.97, Synergy_Bliss=-1.21, Synergy_Loewe=0.310, Synergy_HSA=0.640. Drug 2: C1=CC(=CC=C1C#N)C(C2=CC=C(C=C2)C#N)N3C=NC=N3. Cell line: RXF 393. Drug 1: C1=C(C(=O)NC(=O)N1)F.